This data is from Full USPTO retrosynthesis dataset with 1.9M reactions from patents (1976-2016). The task is: Predict the reactants needed to synthesize the given product. (1) Given the product [C:4]([O:3][C:1]([N:8]1[CH2:13][CH2:12][CH:11]([CH2:14][O:15][S:22]([C:17]2[CH:16]=[CH:21][C:20]([CH3:28])=[CH:19][CH:18]=2)(=[O:23])=[O:24])[CH2:10][CH2:9]1)=[O:2])([CH3:7])([CH3:6])[CH3:5], predict the reactants needed to synthesize it. The reactants are: [C:1]([N:8]1[CH2:13][CH2:12][CH:11]([CH2:14][OH:15])[CH2:10][CH2:9]1)([O:3][C:4]([CH3:7])([CH3:6])[CH3:5])=[O:2].[C:16]1(C)[C:17]([S:22](Cl)(=[O:24])=[O:23])=[CH:18][CH:19]=[CH:20][CH:21]=1.N1C=CC=C[CH:28]=1. (2) Given the product [ClH:29].[ClH:29].[NH:8]1[CH2:13][CH2:12][CH:11]([NH:14][C:15]2[N:24]=[C:23]([NH2:25])[C:22]3[CH:21]=[C:20]4[O:26][CH2:27][O:28][C:19]4=[CH:18][C:17]=3[N:16]=2)[CH2:10][CH2:9]1, predict the reactants needed to synthesize it. The reactants are: C(OC([N:8]1[CH2:13][CH2:12][CH:11]([NH:14][C:15]2[N:24]=[C:23]([NH2:25])[C:22]3[CH:21]=[C:20]4[O:26][CH2:27][O:28][C:19]4=[CH:18][C:17]=3[N:16]=2)[CH2:10][CH2:9]1)=O)(C)(C)C.[ClH:29]. (3) The reactants are: [OH2:1].[NH2:2][C@@H:3]([CH2:7][CH:8]1[CH2:13][CH2:12][CH2:11][CH2:10][CH2:9]1)[C:4]([OH:6])=[O:5].[C:14](#N)[CH3:15]. Given the product [CH:8]1([CH2:7][C@H:3]([N:2]2[CH2:15][C:14]3[C:9](=[CH:8][CH:7]=[CH:3][CH:4]=3)[C:10]2=[O:1])[C:4]([OH:6])=[O:5])[CH2:13][CH2:12][CH2:11][CH2:10][CH2:9]1, predict the reactants needed to synthesize it. (4) Given the product [CH3:1][C@@H:2]1[CH2:3][N:4]([CH:8]2[C:14]3[CH:15]=[CH:16][CH:17]=[CH:18][C:13]=3[CH2:12][CH2:11][CH2:10][CH2:9]2)[CH2:5][CH2:6][N:7]1[CH2:20][C:21]([O:23][CH3:24])=[O:22], predict the reactants needed to synthesize it. The reactants are: [CH3:1][C@H:2]1[NH:7][CH2:6][CH2:5][N:4]([CH:8]2[C:14]3[CH:15]=[CH:16][CH:17]=[CH:18][C:13]=3[CH2:12][CH2:11][CH2:10][CH2:9]2)[CH2:3]1.Br[CH2:20][C:21]([O:23][CH3:24])=[O:22].C(N(C(C)C)CC)(C)C. (5) Given the product [F:32][C:26]1[CH:27]=[C:28]([F:31])[CH:29]=[CH:30][C:25]=1[CH2:24][C:23]([NH:22][CH2:21][CH:20]([C:12]1[CH:11]=[CH:10][C:9]([OH:8])=[C:18]2[C:13]=1[CH2:14][CH2:15][C:16](=[O:19])[NH:17]2)[OH:35])([CH3:33])[CH3:34], predict the reactants needed to synthesize it. The reactants are: C([O:8][C:9]1[CH:10]=[CH:11][C:12]([CH:20]([OH:35])[CH2:21][NH:22][C:23]([CH3:34])([CH3:33])[CH2:24][C:25]2[CH:30]=[CH:29][C:28]([F:31])=[CH:27][C:26]=2[F:32])=[C:13]2[C:18]=1[NH:17][C:16](=[O:19])[CH:15]=[CH:14]2)C1C=CC=CC=1.